The task is: Predict the reactants needed to synthesize the given product.. This data is from Full USPTO retrosynthesis dataset with 1.9M reactions from patents (1976-2016). (1) Given the product [CH3:16][C:13]([N:9]1[CH2:10][C@@H:6]([N:1]2[CH2:2][CH2:3][CH2:4][CH2:5]2)[C@H:7]([OH:11])[CH2:8]1)([C:14]#[CH:15])[CH3:17], predict the reactants needed to synthesize it. The reactants are: [N:1]1([C@@H:6]2[CH2:10][NH:9][CH2:8][C@H:7]2[OH:11])[CH2:5][CH2:4][CH2:3][CH2:2]1.Cl[C:13]([CH3:17])([CH3:16])[C:14]#[CH:15].CCN(CC)CC. (2) Given the product [CH2:41]([N:5]([CH2:1][CH2:2][CH2:3][CH3:4])[C:6]([C:8]1[N:9]=[C:10]([C:21]2[CH:30]=[CH:29][C:24]([C:25]([O:27][CH3:28])=[O:26])=[CH:23][C:22]=2[C:31]([OH:33])=[O:32])[N:11]([CH2:13][CH2:14][C:15]2[CH:20]=[CH:19][CH:18]=[CH:17][CH:16]=2)[CH:12]=1)=[O:7])[CH2:42][CH2:43][CH3:44], predict the reactants needed to synthesize it. The reactants are: [CH2:1]([N:5]([CH2:41][CH2:42][CH2:43][CH3:44])[C:6]([C:8]1[N:9]=[C:10]([C:21]2[CH:30]=[CH:29][C:24]([C:25]([O:27][CH3:28])=[O:26])=[CH:23][C:22]=2[C:31]([O:33]CC2C=CC=CC=2)=[O:32])[N:11]([CH2:13][CH2:14][C:15]2[CH:20]=[CH:19][CH:18]=[CH:17][CH:16]=2)[CH:12]=1)=[O:7])[CH2:2][CH2:3][CH3:4]. (3) Given the product [Cl:30][C:28]1[C:27](=[O:31])[N:26]([CH2:32][C:33]2[CH:38]=[CH:37][C:36]([O:39][CH3:40])=[CH:35][CH:34]=2)[CH:25]=[C:24]([N:23]2[C:4](=[O:5])[C:6]3[CH:10]=[CH:9][N:8]([CH:11]([CH3:13])[CH3:12])[C:7]=3[CH:14]2[C:15]2[CH:20]=[CH:19][C:18]([C:21]#[N:22])=[CH:17][CH:16]=2)[CH:29]=1, predict the reactants needed to synthesize it. The reactants are: C(O[C:4]([C:6]1[CH:10]=[CH:9][N:8]([CH:11]([CH3:13])[CH3:12])[C:7]=1[CH:14]([NH:23][C:24]1[CH:29]=[C:28]([Cl:30])[C:27](=[O:31])[N:26]([CH2:32][C:33]2[CH:38]=[CH:37][C:36]([O:39][CH3:40])=[CH:35][CH:34]=2)[CH:25]=1)[C:15]1[CH:20]=[CH:19][C:18]([C:21]#[N:22])=[CH:17][CH:16]=1)=[O:5])C.[Cl-].C[Al+]C. (4) Given the product [Cl:8][C:5]1[CH:6]=[CH:7][C:2]([N:19]2[CH2:18][CH2:17][N:16]([C:9]([O:11][C:12]([CH3:15])([CH3:14])[CH3:13])=[O:10])[CH2:21][CH2:20]2)=[N:3][CH:4]=1, predict the reactants needed to synthesize it. The reactants are: Br[C:2]1[CH:7]=[CH:6][C:5]([Cl:8])=[CH:4][N:3]=1.[C:9]([N:16]1[CH2:21][CH2:20][NH:19][CH2:18][CH2:17]1)([O:11][C:12]([CH3:15])([CH3:14])[CH3:13])=[O:10].CC(C)([O-])C.[Na+].CC1(C)C2C=CC=C(P(C3C=CC=CC=3)C3C=CC=CC=3)C=2OC2C1=CC=CC=2P(C1C=CC=CC=1)C1C=CC=CC=1. (5) Given the product [CH3:18][N:19]([CH3:24])[S:20]([N:3]([CH3:2])[C:4]1[CH:5]=[CH:6][CH:7]=[C:8]2[C:12]=1[NH:11][C:10]([C:13]1[S:14][CH:15]=[CH:16][N:17]=1)=[CH:9]2)(=[O:22])=[O:21], predict the reactants needed to synthesize it. The reactants are: Cl.[CH3:2][NH:3][C:4]1[CH:5]=[CH:6][CH:7]=[C:8]2[C:12]=1[NH:11][C:10]([C:13]1[S:14][CH:15]=[CH:16][N:17]=1)=[CH:9]2.[CH3:18][N:19]([CH3:24])[S:20](Cl)(=[O:22])=[O:21]. (6) Given the product [F:8][C:4]1[CH:5]=[CH:6][CH:7]=[C:2]([F:1])[C:3]=1[C:9]1[O:10][C:11]([NH:17][C:18]2[CH:23]=[CH:22][CH:21]=[CH:20][CH:19]=2)=[C:12]([C:14]([NH2:31])=[O:15])[N:13]=1, predict the reactants needed to synthesize it. The reactants are: [F:1][C:2]1[CH:7]=[CH:6][CH:5]=[C:4]([F:8])[C:3]=1[C:9]1[O:10][C:11]([NH:17][C:18]2[CH:23]=[CH:22][CH:21]=[CH:20][CH:19]=2)=[C:12]([C:14](O)=[O:15])[N:13]=1.O.OC1C2N=N[NH:31]C=2C=CC=1.CN(C)CCCN=C=NCC.N.O1CCOCC1. (7) Given the product [CH3:26][O:25][C:22]1[CH:23]=[C:24]2[C:19](=[CH:20][C:21]=1[O:27][CH3:28])[N:18]=[CH:17][CH:16]=[C:15]2[O:1][C:2]1[CH:3]=[C:4]2[C:9](=[CH:10][C:11]=1[O:12][CH3:13])[N:8]=[CH:7][CH:6]=[CH:5]2, predict the reactants needed to synthesize it. The reactants are: [OH:1][C:2]1[CH:3]=[C:4]2[C:9](=[CH:10][C:11]=1[O:12][CH3:13])[N:8]=[CH:7][CH:6]=[CH:5]2.Cl[C:15]1[C:24]2[C:19](=[CH:20][C:21]([O:27][CH3:28])=[C:22]([O:25][CH3:26])[CH:23]=2)[N:18]=[CH:17][CH:16]=1.O.